This data is from Catalyst prediction with 721,799 reactions and 888 catalyst types from USPTO. The task is: Predict which catalyst facilitates the given reaction. Reactant: Br[C:2]1[CH:3]=[C:4]2[C:9](=[CH:10][CH:11]=1)[C:8]([C:12]([F:15])([F:14])[F:13])=[C:7]([O:16][C@H:17]1[CH2:22][CH2:21][C@@H:20]([CH3:23])[CH2:19][CH2:18]1)[CH:6]=[CH:5]2.BrC1C=C2C(=CC=1)C(C(F)(F)F)=C(O[C@H]1CC[C@@H](C(F)(F)F)CC1)C=C2.C[C@H]1CC[C@H](O)CC1.C([Li])CCC.CCCCCC.N#N.[B:71](OC(C)C)([O:76]C(C)C)[O:72]C(C)C. Product: [CH3:23][C@@H:20]1[CH2:21][CH2:22][C@H:17]([O:16][C:7]2[C:8]([C:12]([F:15])([F:14])[F:13])=[C:9]3[C:4](=[CH:5][CH:6]=2)[CH:3]=[C:2]([B:71]([OH:76])[OH:72])[CH:11]=[CH:10]3)[CH2:18][CH2:19]1. The catalyst class is: 1.